Dataset: Full USPTO retrosynthesis dataset with 1.9M reactions from patents (1976-2016). Task: Predict the reactants needed to synthesize the given product. (1) The reactants are: Cl.Cl.[NH:3]1[CH2:6][CH:5]([C:7]2[C:8]([O:28][CH3:29])=[C:9]([CH:15]([N:17]3[C:21]4=[N:22][CH:23]=[N:24][C:25]([NH2:26])=[C:20]4[C:19]([CH3:27])=[N:18]3)[CH3:16])[CH:10]=[C:11]([Cl:14])[C:12]=2[CH3:13])[CH2:4]1.C(N(CC)CC)C.Br[C@@H:38]([CH3:43])[C:39]([O:41][CH3:42])=[O:40]. Given the product [NH2:26][C:25]1[N:24]=[CH:23][N:22]=[C:21]2[N:17]([CH:15]([C:9]3[C:8]([O:28][CH3:29])=[C:7]([CH:5]4[CH2:4][N:3]([C@H:38]([CH3:43])[C:39]([O:41][CH3:42])=[O:40])[CH2:6]4)[C:12]([CH3:13])=[C:11]([Cl:14])[CH:10]=3)[CH3:16])[N:18]=[C:19]([CH3:27])[C:20]=12, predict the reactants needed to synthesize it. (2) Given the product [Cl:22][C:19]1[CH:20]=[CH:21][C:16]([CH:8]([C:4]2[CH:3]=[C:2]([C:47]3[CH:48]=[CH:49][CH:50]=[C:51]4[C:56]=3[N:55]=[CH:54][CH:53]=[CH:52]4)[CH:7]=[CH:6][CH:5]=2)[CH2:9][C:10]2[CH:15]=[CH:14][N:13]=[CH:12][CH:11]=2)=[CH:17][CH:18]=1, predict the reactants needed to synthesize it. The reactants are: Br[C:2]1[CH:3]=[C:4]([CH:8]([C:16]2[CH:21]=[CH:20][C:19]([Cl:22])=[CH:18][CH:17]=2)[CH2:9][C:10]2[CH:15]=[CH:14][N:13]=[CH:12][CH:11]=2)[CH:5]=[CH:6][CH:7]=1.B1(B2OC(C)(C)C(C)(C)O2)OC(C)(C)C(C)(C)O1.CC([O-])=O.[K+].Br[C:47]1[CH:48]=[CH:49][CH:50]=[C:51]2[C:56]=1[N:55]=[CH:54][CH:53]=[CH:52]2.C([O-])([O-])=O.[Na+].[Na+]. (3) Given the product [CH3:1][C:2]1([CH3:11])[C:10]2[C:5](=[CH:6][CH:7]=[CH:8][CH:9]=2)[N:4]([CH:16]2[CH2:17][CH2:18][N:13]([CH3:12])[CH2:14][CH2:15]2)[CH2:3]1, predict the reactants needed to synthesize it. The reactants are: [CH3:1][C:2]1([CH3:11])[C:10]2[C:5](=[CH:6][CH:7]=[CH:8][CH:9]=2)[NH:4][CH2:3]1.[CH3:12][N:13]1[CH2:18][CH2:17][C:16](=O)[CH2:15][CH2:14]1.[BH-](OC(C)=O)(OC(C)=O)OC(C)=O.[Na+].[OH-].[Na+]. (4) The reactants are: [F:1][CH:2]([F:32])[C:3]1[N:7]([C:8]2[CH:13]=[C:12]([N:14]3[CH2:19][CH2:18][O:17][CH2:16][CH2:15]3)[N:11]=[C:10]([NH:20][CH2:21][CH:22]3[CH2:27][CH2:26][NH:25][CH2:24][CH2:23]3)[N:9]=2)[C:6]2[CH:28]=[CH:29][CH:30]=[CH:31][C:5]=2[N:4]=1.C(O)C.[F:36][CH2:37][CH:38]1[CH2:40][O:39]1.C(N(CC)C(C)C)(C)C. Given the product [F:32][CH:2]([F:1])[C:3]1[N:7]([C:8]2[CH:13]=[C:12]([N:14]3[CH2:19][CH2:18][O:17][CH2:16][CH2:15]3)[N:11]=[C:10]([NH:20][CH2:21][CH:22]3[CH2:23][CH2:24][N:25]([CH2:40][CH:38]([OH:39])[CH2:37][F:36])[CH2:26][CH2:27]3)[N:9]=2)[C:6]2[CH:28]=[CH:29][CH:30]=[CH:31][C:5]=2[N:4]=1, predict the reactants needed to synthesize it.